From a dataset of Forward reaction prediction with 1.9M reactions from USPTO patents (1976-2016). Predict the product of the given reaction. (1) The product is: [CH2:12]([O:19][C:20]([NH:22][C@@H:23]([CH3:27])[C:24]([NH:1][N:2]1[CH:6]=[CH:5][C:4]([Br:7])=[C:3]1[C:8]([O:10][CH3:11])=[O:9])=[O:25])=[O:21])[C:13]1[CH:18]=[CH:17][CH:16]=[CH:15][CH:14]=1. Given the reactants [NH2:1][N:2]1[CH:6]=[CH:5][C:4]([Br:7])=[C:3]1[C:8]([O:10][CH3:11])=[O:9].[CH2:12]([O:19][C:20]([NH:22][C@@H:23]([CH3:27])[C:24](O)=[O:25])=[O:21])[C:13]1[CH:18]=[CH:17][CH:16]=[CH:15][CH:14]=1, predict the reaction product. (2) Given the reactants [F:1][C:2]1[CH:3]=[C:4]([N+:13]([O-:15])=[O:14])[CH:5]=[C:6]2[C:11]=1[NH:10][C:9](=O)[CH2:8][CH2:7]2, predict the reaction product. The product is: [F:1][C:2]1[CH:3]=[C:4]([N+:13]([O-:15])=[O:14])[CH:5]=[C:6]2[C:11]=1[NH:10][CH2:9][CH2:8][CH2:7]2. (3) Given the reactants C(Cl)(=O)C(Cl)=O.[O:7]1[CH2:11][CH2:10][CH2:9][CH:8]1[C:12]([OH:14])=[O:13].O[C:16]1[CH:21]=[C:20]([O:22][CH3:23])[CH:19]=[CH:18][C:17]=1[C:24](=[O:26])[CH3:25].C(N(CC)CC)C, predict the reaction product. The product is: [O:7]1[CH2:11][CH2:10][CH2:9][CH:8]1[C:12]([O:14][C:16]1[CH:21]=[C:20]([O:22][CH3:23])[CH:19]=[CH:18][C:17]=1[C:24](=[O:26])[CH3:25])=[O:13]. (4) Given the reactants N[C:2]1[C:10]2[C:5](=[CH:6][CH:7]=[CH:8][CH:9]=2)[NH:4][N:3]=1.CC[N:13](C(C)C)C(C)C.[CH3:20][C:21]([O:24][C:25]([O:27]C(OC(C)(C)C)=O)=O)([CH3:23])[CH3:22], predict the reaction product. The product is: [NH:4]1[C:5]2[C:10](=[CH:9][C:8]([NH:13][C:25](=[O:27])[O:24][C:21]([CH3:23])([CH3:22])[CH3:20])=[CH:7][CH:6]=2)[CH:2]=[N:3]1. (5) Given the reactants [H-].[Na+].[CH3:3][N:4]1[CH2:17][CH2:16][CH:7]2[NH:8][C:9]3[CH:10]=[CH:11][C:12]([CH3:15])=[CH:13][C:14]=3[CH:6]2[CH2:5]1.[CH2:18]([C:20]1([C:23]2[CH:28]=[CH:27][N:26]=[CH:25][CH:24]=2)[CH2:22][O:21]1)[CH3:19], predict the reaction product. The product is: [CH3:3][N:4]1[CH2:17][CH2:16][C:7]2[N:8]([CH2:22][C:20]([C:23]3[CH:28]=[CH:27][N:26]=[CH:25][CH:24]=3)([OH:21])[CH2:18][CH3:19])[C:9]3[CH:10]=[CH:11][C:12]([CH3:15])=[CH:13][C:14]=3[C:6]=2[CH2:5]1. (6) Given the reactants [CH2:1]([NH2:17])[CH2:2][CH2:3][CH2:4][CH2:5][CH2:6][CH2:7][CH2:8][CH2:9][CH2:10][CH2:11][CH2:12][CH2:13][CH2:14][CH2:15][CH3:16].[S:18](N)([NH2:21])(=[O:20])=[O:19], predict the reaction product. The product is: [CH2:1]([NH:17][S:18]([NH2:21])(=[O:20])=[O:19])[CH2:2][CH2:3][CH2:4][CH2:5][CH2:6][CH2:7][CH2:8][CH2:9][CH2:10][CH2:11][CH2:12][CH2:13][CH2:14][CH2:15][CH3:16]. (7) The product is: [CH3:18][O:19][C:20]1[CH:26]=[C:25]([N+:27]([O-:29])=[O:28])[C:24]([CH3:30])=[CH:23][C:21]=1[NH:22][C:2]1[CH:7]=[C:6]([C:8]([F:11])([F:10])[F:9])[N:5]=[C:4]([C:12]2[CH:13]=[N:14][CH:15]=[CH:16][CH:17]=2)[N:3]=1. Given the reactants Cl[C:2]1[CH:7]=[C:6]([C:8]([F:11])([F:10])[F:9])[N:5]=[C:4]([C:12]2[CH:13]=[N:14][CH:15]=[CH:16][CH:17]=2)[N:3]=1.[CH3:18][O:19][C:20]1[CH:26]=[C:25]([N+:27]([O-:29])=[O:28])[C:24]([CH3:30])=[CH:23][C:21]=1[NH2:22], predict the reaction product. (8) Given the reactants [Br:1][C:2]1[CH:3]=[C:4]([C:11](OC)=[O:12])[CH:5]=[C:6]2[C:10]=1[NH:9][CH:8]=[CH:7]2.CC(C[AlH]CC(C)C)C.Cl, predict the reaction product. The product is: [Br:1][C:2]1[CH:3]=[C:4]([CH2:11][OH:12])[CH:5]=[C:6]2[C:10]=1[NH:9][CH:8]=[CH:7]2. (9) The product is: [F:15][C:16]1[CH:22]=[CH:21][C:20]([CH3:23])=[CH:19][C:17]=1[NH:18][C:10](=[O:12])[CH:9]=[N:26][OH:27]. Given the reactants S([O-])([O-])(=O)=O.[Na+].[Na+].Cl[C:9](Cl)(Cl)[CH:10]([OH:12])O.[F:15][C:16]1[CH:22]=[CH:21][C:20]([CH3:23])=[CH:19][C:17]=1[NH2:18].Cl.Cl.[NH2:26][OH:27], predict the reaction product. (10) The product is: [CH2:1]([S:3]([C:6]1[CH:7]=[C:8]([C:12]2[CH:20]=[CH:19][C:18]([O:21][CH2:28][C:29]#[N:30])=[C:17]3[C:13]=2[C:14]2[CH:25]=[C:24]([CH3:26])[CH:23]=[N:22][C:15]=2[NH:16]3)[CH:9]=[CH:10][CH:11]=1)(=[O:5])=[O:4])[CH3:2]. Given the reactants [CH2:1]([S:3]([C:6]1[CH:7]=[C:8]([C:12]2[CH:20]=[CH:19][C:18]([OH:21])=[C:17]3[C:13]=2[C:14]2[CH:25]=[C:24]([CH3:26])[CH:23]=[N:22][C:15]=2[NH:16]3)[CH:9]=[CH:10][CH:11]=1)(=[O:5])=[O:4])[CH3:2].Br[CH2:28][C:29]#[N:30], predict the reaction product.